From a dataset of NCI-60 drug combinations with 297,098 pairs across 59 cell lines. Regression. Given two drug SMILES strings and cell line genomic features, predict the synergy score measuring deviation from expected non-interaction effect. Drug 1: C1=NC2=C(N1)C(=S)N=C(N2)N. Drug 2: CCC(=C(C1=CC=CC=C1)C2=CC=C(C=C2)OCCN(C)C)C3=CC=CC=C3.C(C(=O)O)C(CC(=O)O)(C(=O)O)O. Cell line: OVCAR-8. Synergy scores: CSS=32.8, Synergy_ZIP=2.52, Synergy_Bliss=3.46, Synergy_Loewe=-14.9, Synergy_HSA=2.51.